From a dataset of Forward reaction prediction with 1.9M reactions from USPTO patents (1976-2016). Predict the product of the given reaction. Given the reactants [Cl:1][CH2:2][C:3]([N:5]([CH2:23][C:24]1[CH:29]=[CH:28][C:27]([O:30][CH3:31])=[CH:26][C:25]=1[O:32][CH3:33])[C:6]1[CH:11]=[CH:10][C:9]([O:12][CH3:13])=[CH:8][C:7]=1[C:14](=O)[C:15]1[CH:20]=[CH:19][CH:18]=[C:17]([F:21])[CH:16]=1)=[O:4].CCO[CH2:37][CH3:38], predict the reaction product. The product is: [Cl-:1].[CH3:33][O:32][C:25]1[CH:26]=[C:27]([O:30][CH3:31])[CH:28]=[CH:29][C:24]=1[CH2:23][N:5]1[C:6]2[C:7](=[CH:8][C:9]([O:12][CH3:13])=[CH:10][CH:11]=2)[C:14]([C:15]2[CH:20]=[CH:19][CH:18]=[C:17]([F:21])[CH:16]=2)=[C:2]([N+:5]2[CH:38]=[CH:37][CH:8]=[CH:7][CH:6]=2)[C:3]1=[O:4].